This data is from hERG potassium channel inhibition data for cardiac toxicity prediction from Karim et al.. The task is: Regression/Classification. Given a drug SMILES string, predict its toxicity properties. Task type varies by dataset: regression for continuous values (e.g., LD50, hERG inhibition percentage) or binary classification for toxic/non-toxic outcomes (e.g., AMES mutagenicity, cardiotoxicity, hepatotoxicity). Dataset: herg_karim. (1) The result is 1 (blocker). The compound is O=C(NC1CCN(Cc2ccn(-c3ccc(C(F)(F)F)cc3)c2)CC1)N1CCn2cccc2C1c1ccccc1. (2) The compound is CC(C)(C)c1[nH]c2ncccc2c1CCNCc1ccc(/C=C/C(=O)NO)cc1. The result is 0 (non-blocker). (3) The compound is CCN(CC)CCNC(=O)c1cc(Cl)c(N)cc1OC. The result is 1 (blocker). (4) The compound is Cc1cc2c(c(Oc3cc(NS(=O)(=O)c4ccc(Cl)cc4)ccc3F)n1)C(=O)N(C(C)C)C2=O. The result is 0 (non-blocker). (5) The drug is CSc1nn2c3c(c(C)nc2c1S(=O)(=O)c1ccccc1)CCCC3. The result is 1 (blocker). (6) The compound is NC1=N[C@]2(CO1)c1cc(OCC3CCCCC3)ccc1Oc1ccc(-c3cncnc3)cc12. The result is 1 (blocker).